This data is from Forward reaction prediction with 1.9M reactions from USPTO patents (1976-2016). The task is: Predict the product of the given reaction. (1) Given the reactants [OH:1][CH2:2][CH2:3][C:4]1[CH:9]=[CH:8][CH:7]=[CH:6][N:5]=1.[K].CC(C)([O-])C.F[C:17]1[CH:22]=[CH:21][C:20]([N+:23]([O-:25])=[O:24])=[CH:19][CH:18]=1, predict the reaction product. The product is: [N+:23]([C:20]1[CH:21]=[CH:22][C:17]([O:1][CH2:2][CH2:3][C:4]2[CH:9]=[CH:8][CH:7]=[CH:6][N:5]=2)=[CH:18][CH:19]=1)([O-:25])=[O:24]. (2) Given the reactants [Br:1][C:2]1[CH:11]=[CH:10][CH:9]=[C:8]2[C:3]=1[C:4](=[O:22])[N:5]([CH2:14][C:15]1[CH:20]=[CH:19][CH:18]=[CH:17][C:16]=1[Cl:21])[C:6]([CH2:12]Cl)=[N:7]2.C(=O)([O-])[O-].[K+].[K+].[NH2:29][C:30]1[N:35]=[CH:34][N:33]=[C:32]2[NH:36][N:37]=[C:38]([C:39]3[CH:44]=[CH:43][C:42]([OH:45])=[C:41]([F:46])[CH:40]=3)[C:31]=12, predict the reaction product. The product is: [NH2:29][C:30]1[N:35]=[CH:34][N:33]=[C:32]2[N:36]([CH2:12][C:6]3[N:5]([CH2:14][C:15]4[CH:20]=[CH:19][CH:18]=[CH:17][C:16]=4[Cl:21])[C:4](=[O:22])[C:3]4[C:8](=[CH:9][CH:10]=[CH:11][C:2]=4[Br:1])[N:7]=3)[N:37]=[C:38]([C:39]3[CH:44]=[CH:43][C:42]([OH:45])=[C:41]([F:46])[CH:40]=3)[C:31]=12. (3) Given the reactants [C:1]([C@@H:3]1[CH2:5][C@@H:4]1[CH2:6][O:7][C:8]1[N:13]=[C:12]([N:14]2[CH2:19][CH2:18][CH:17]([C:20]3[C:28]4[C:23](=[N:24][CH:25]=[CH:26][C:27]=4[CH3:29])[NH:22][N:21]=3)[CH2:16][CH2:15]2)[N:11]=[C:10](C(C#N)C#N)[N:9]=1)#[N:2].C1C=C(Cl)C=C([C:42](OO)=[O:43])C=1.Cl.[C:47]12([NH2:52])[CH2:51][CH:49]([CH2:50]1)[CH2:48]2.C([O-])(O)=O.[Na+], predict the reaction product. The product is: [C:47]12([NH:52][C:42]([C:10]3[N:9]=[C:8]([O:7][CH2:6][C@H:4]4[CH2:5][C@H:3]4[C:1]#[N:2])[N:13]=[C:12]([N:14]4[CH2:15][CH2:16][CH:17]([C:20]5[C:28]6[C:23](=[N:24][CH:25]=[CH:26][C:27]=6[CH3:29])[NH:22][N:21]=5)[CH2:18][CH2:19]4)[N:11]=3)=[O:43])[CH2:51][CH:49]([CH2:50]1)[CH2:48]2.